From a dataset of Full USPTO retrosynthesis dataset with 1.9M reactions from patents (1976-2016). Predict the reactants needed to synthesize the given product. (1) Given the product [CH2:21]([N:23]1[C:4]([OH:14])=[CH:5][C:6]([C:7]2[CH:8]=[N:9][CH:10]=[CH:11][CH:12]=2)=[N:24]1)[CH3:22], predict the reactants needed to synthesize it. The reactants are: C(O[C:4](=[O:14])[CH2:5][C:6](=O)[C:7]1[CH:8]=[N:9][CH:10]=[CH:11][CH:12]=1)C.C(O)(=O)C(O)=O.[CH2:21]([NH:23][NH2:24])[CH3:22]. (2) Given the product [F:11][C:5]1[CH:6]=[C:7]([NH2:8])[C:2]([NH2:1])=[N:3][CH:4]=1, predict the reactants needed to synthesize it. The reactants are: [NH2:1][C:2]1[C:7]([N+:8]([O-])=O)=[CH:6][C:5]([F:11])=[CH:4][N:3]=1.CC(O)=O. (3) The reactants are: C[O:2][C:3]1[CH:4]=[C:5]([C:18]2[CH:22]=[CH:21][S:20][CH:19]=2)[CH:6]=[CH:7][C:8]=1[O:9][C:10]1[CH:15]=[CH:14][CH:13]=[CH:12][C:11]=1[O:16]C.B(Br)(Br)Br. Given the product [OH:16][C:11]1[CH:12]=[CH:13][CH:14]=[CH:15][C:10]=1[O:9][C:8]1[CH:7]=[CH:6][C:5]([C:18]2[CH:22]=[CH:21][S:20][CH:19]=2)=[CH:4][C:3]=1[OH:2], predict the reactants needed to synthesize it. (4) Given the product [BrH:42].[Br:49][C:45]1[N:44]=[C:43]([C:13]([CH:15]2[CH2:20][CH2:19][N:18]([CH3:21])[CH2:17][CH2:16]2)=[O:14])[CH:48]=[CH:47][CH:46]=1, predict the reactants needed to synthesize it. The reactants are: FC1C=C(F)C=C(F)C=1C(NC1C=CC=C([C:13]([CH:15]2[CH2:20][CH2:19][N:18]([CH3:21])[CH2:17][CH2:16]2)=[O:14])N=1)=O.C(N(CC)C(C1CCN(C)CC1)=O)C.[Br:42][C:43]1[CH:48]=[CH:47][CH:46]=[C:45]([Br:49])[N:44]=1.Br.